From a dataset of Peptide-MHC class II binding affinity with 134,281 pairs from IEDB. Regression. Given a peptide amino acid sequence and an MHC pseudo amino acid sequence, predict their binding affinity value. This is MHC class II binding data. The peptide sequence is GKNVVNVQTKPSLFK. The MHC is DRB1_0701 with pseudo-sequence DRB1_0701. The binding affinity (normalized) is 0.580.